This data is from Catalyst prediction with 721,799 reactions and 888 catalyst types from USPTO. The task is: Predict which catalyst facilitates the given reaction. (1) Reactant: [CH3:1][C:2]1([CH:9]=O)[CH2:7][CH:6]2[CH2:8][CH:3]1[CH:4]=[CH:5]2.[CH3:11][NH:12][CH3:13].[OH-].[K+]. Product: [CH3:11][N:12]([CH3:13])[CH2:9][C:2]1([CH3:1])[CH2:7][CH:6]2[CH2:8][CH:3]1[CH:4]=[CH:5]2. The catalyst class is: 7. (2) Reactant: [CH3:1][S:2][C:3]1[CH:12]=[CH:11][CH:10]=[CH:9][C:4]=1[C:5](OC)=[O:6].[Li+].CC([N-]C(C)C)C.[Cl-].[NH4+]. Product: [S:2]1[CH:1]=[C:5]([OH:6])[C:4]2[CH:9]=[CH:10][CH:11]=[CH:12][C:3]1=2. The catalyst class is: 1. (3) Reactant: [OH:1][C:2]1[CH:9]=[CH:8][C:5]([C:6]#[N:7])=[C:4]([O:10][CH3:11])[N:3]=1.O[C@@H:13]1[CH2:18][CH2:17][C@H:16]([NH:19][C:20](=[O:26])[O:21][C:22]([CH3:25])([CH3:24])[CH3:23])[CH2:15][CH2:14]1.C1(P(C2C=CC=CC=2)C2C=CC=CC=2)C=CC=CC=1.N(C(OCC)=O)=NC(OCC)=O. Product: [C:6]([C:5]1[CH:8]=[CH:9][C:2]([O:1][C@H:13]2[CH2:14][CH2:15][C@H:16]([NH:19][C:20](=[O:26])[O:21][C:22]([CH3:24])([CH3:23])[CH3:25])[CH2:17][CH2:18]2)=[N:3][C:4]=1[O:10][CH3:11])#[N:7]. The catalyst class is: 7. (4) Reactant: [CH2:1]([O:3][C:4]([C:6]1([C:9]2[CH:14]=[CH:13][C:12]([C:15]3[CH:20]=[CH:19][C:18]([C:21]4[S:22][C:23]([F:29])=[CH:24][C:25]=4C(O)=O)=[CH:17][C:16]=3[O:30][CH3:31])=[CH:11][CH:10]=2)[CH2:8][CH2:7]1)=[O:5])[CH3:2].C([N:34]([CH2:37]C)CC)C.C1(P(N=[N+]=[N-])(C2C=CC=CC=2)=[O:46])C=CC=CC=1.[CH3:56][C:57]1[C:58]([CH:62]([OH:64])[CH3:63])=[CH:59][S:60][CH:61]=1. Product: [CH2:1]([O:3][C:4]([C:6]1([C:9]2[CH:14]=[CH:13][C:12]([C:15]3[CH:20]=[CH:19][C:18]([C:21]4[S:22][C:23]([F:29])=[CH:24][C:25]=4[NH:34][C:37]([O:64][CH:62]([C:58]4[C:57]([CH3:56])=[CH:61][S:60][CH:59]=4)[CH3:63])=[O:46])=[CH:17][C:16]=3[O:30][CH3:31])=[CH:11][CH:10]=2)[CH2:8][CH2:7]1)=[O:5])[CH3:2]. The catalyst class is: 727.